Dataset: Forward reaction prediction with 1.9M reactions from USPTO patents (1976-2016). Task: Predict the product of the given reaction. (1) The product is: [CH2:1]([O:3][C:4](=[O:26])[CH:5]=[CH:6][C:7]1[CH:11]=[CH:10][N:9]([S:12]([C:15]2[CH:16]=[C:17]3[C:22](=[CH:23][CH:24]=2)[N:21]=[CH:20][N:19]=[C:18]3[NH:44][C:43]2[CH:45]=[CH:46][CH:47]=[C:41]([C:39]#[CH:40])[CH:42]=2)(=[O:14])=[O:13])[CH:8]=1)[CH3:2]. Given the reactants [CH2:1]([O:3][C:4](=[O:26])[CH:5]=[CH:6][C:7]1[CH:11]=[CH:10][N:9]([S:12]([C:15]2[CH:16]=[C:17]3[C:22](=[CH:23][CH:24]=2)[N:21]=[CH:20][NH:19][C:18]3=O)(=[O:14])=[O:13])[CH:8]=1)[CH3:2].O=P(Cl)(Cl)Cl.C(N(CC)CC)C.[C:39]([C:41]1[CH:42]=[C:43]([CH:45]=[CH:46][CH:47]=1)[NH2:44])#[CH:40], predict the reaction product. (2) Given the reactants [C:1]([C:3]1[CH:8]=[CH:7][C:6]([CH2:9][CH2:10][C:11]2[N:15]([CH3:16])[C:14]3[CH:17]=[CH:18][C:19]([NH:21][CH2:22][C:23]4[C:32]5[C:27](=[CH:28][CH:29]=[CH:30][CH:31]=5)[CH:26]=[CH:25][CH:24]=4)=[CH:20][C:13]=3[N:12]=2)=[CH:5][CH:4]=1)#[N:2].[CH2:33]([N:40]=[C:41]=[O:42])[C:34]1[CH:39]=[CH:38][CH:37]=[CH:36][CH:35]=1, predict the reaction product. The product is: [C:1]([C:3]1[CH:4]=[CH:5][C:6]([CH2:9][CH2:10][C:11]2[N:15]([CH3:16])[C:14]3[CH:17]=[CH:18][C:19]([N:21]([CH2:22][C:23]4[C:32]5[C:27](=[CH:28][CH:29]=[CH:30][CH:31]=5)[CH:26]=[CH:25][CH:24]=4)[C:41]([NH:40][CH2:33][C:34]4[CH:39]=[CH:38][CH:37]=[CH:36][CH:35]=4)=[O:42])=[CH:20][C:13]=3[N:12]=2)=[CH:7][CH:8]=1)#[N:2]. (3) Given the reactants [Cl:1][C:2]1[CH:7]=[C:6]([C:8]2[CH:9]=[N:10][CH:11]=[CH:12][CH:13]=2)[N:5]=[C:4]([C:14]2[CH:19]=[CH:18][CH:17]=[CH:16][N:15]=2)[N:3]=1.[CH3:20]C1C(C(N)=N)=NC=CC=1, predict the reaction product. The product is: [Cl:1][C:2]1[CH:7]=[C:6]([C:8]2[CH:9]=[N:10][CH:11]=[CH:12][CH:13]=2)[N:5]=[C:4]([C:14]2[C:19]([CH3:20])=[CH:18][CH:17]=[CH:16][N:15]=2)[N:3]=1. (4) Given the reactants [CH2:1]([O:3][C:4]([C:6]1[NH:7][C:8]([CH3:11])=[CH:9][CH:10]=1)=[O:5])[CH3:2].[F:12][C:13]1[CH:18]=[CH:17][C:16]([CH2:19][C:20](Cl)=[O:21])=[CH:15][CH:14]=1, predict the reaction product. The product is: [CH2:1]([O:3][C:4]([C:6]1[NH:7][C:8]([CH3:11])=[C:9]([C:20](=[O:21])[CH2:19][C:16]2[CH:17]=[CH:18][C:13]([F:12])=[CH:14][CH:15]=2)[CH:10]=1)=[O:5])[CH3:2]. (5) Given the reactants [C:1]([O:5][C:6](=[O:16])[N:7]([CH2:11][CH2:12][CH2:13][CH2:14][NH2:15])[CH2:8][CH2:9][F:10])([CH3:4])([CH3:3])[CH3:2].[Cl:17][C:18]1[CH:19]=[C:20]([CH3:26])[C:21]([CH:24]=O)=[N:22][CH:23]=1.C([O-])([O-])=O.[K+].[K+].[BH4-].[Na+].C([O-])(O)=O.[Na+], predict the reaction product. The product is: [C:1]([O:5][C:6](=[O:16])[N:7]([CH2:11][CH2:12][CH2:13][CH2:14][NH:15][CH2:24][C:21]1[C:20]([CH3:26])=[CH:19][C:18]([Cl:17])=[CH:23][N:22]=1)[CH2:8][CH2:9][F:10])([CH3:4])([CH3:2])[CH3:3]. (6) Given the reactants C([O:5][C:6]([C:8]1([CH2:11][CH2:12][CH2:13][CH2:14][C:15](=[O:30])[CH2:16][CH2:17][CH2:18][CH2:19][C:20]2([C:23]([O:25]C(C)(C)C)=[O:24])[CH2:22][CH2:21]2)[CH2:10][CH2:9]1)=[O:7])(C)(C)C, predict the reaction product. The product is: [C:23]([C:20]1([CH2:19][CH2:18][CH2:17][CH2:16][C:15](=[O:30])[CH2:14][CH2:13][CH2:12][CH2:11][C:8]2([C:6]([OH:7])=[O:5])[CH2:9][CH2:10]2)[CH2:22][CH2:21]1)([OH:25])=[O:24].